From a dataset of Full USPTO retrosynthesis dataset with 1.9M reactions from patents (1976-2016). Predict the reactants needed to synthesize the given product. Given the product [CH2:13]([O:15][C:16]1[CH:21]=[CH:20][C:19]([C:22]#[C:23][C:10]2[CH:9]=[CH:8][C:3]([C:4]([O:6][CH3:7])=[O:5])=[C:2]([O:1][CH2:30][O:31][CH3:32])[CH:11]=2)=[CH:18][CH:17]=1)[CH3:14], predict the reactants needed to synthesize it. The reactants are: [OH:1][C:2]1[CH:11]=[C:10](I)[CH:9]=[CH:8][C:3]=1[C:4]([O:6][CH3:7])=[O:5].[CH2:13]([O:15][C:16]1[CH:21]=[CH:20][C:19]([C:22]#[CH:23])=[CH:18][CH:17]=1)[CH3:14].C(=O)([O-])[O-].[K+].[K+].[CH3:30][O:31][CH2:32]Cl.